From a dataset of Forward reaction prediction with 1.9M reactions from USPTO patents (1976-2016). Predict the product of the given reaction. (1) The product is: [OH:18][N:19]([CH2:29][CH2:30][CH2:31][CH2:32][C:33]([CH3:37])([CH3:36])[CH2:34][OH:35])[CH2:20][CH2:21][CH2:22][CH2:23][C:24]([CH3:28])([CH3:27])[CH2:25][OH:26]. Given the reactants CC(C)(CCCC)CO.C([O:18][N:19]([CH2:29][CH2:30][CH2:31][CH2:32][C:33]([CH3:37])([CH3:36])[CH2:34][OH:35])[CH2:20][CH2:21][CH2:22][CH2:23][C:24]([CH3:28])([CH3:27])[CH2:25][OH:26])(=O)C1C=CC=CC=1.C[O-].[Na+], predict the reaction product. (2) Given the reactants [Cl:1][C:2]1[C:3]([CH3:31])=[C:4]([NH:10][C@H:11]([C@H:28]([OH:30])[CH3:29])[C:12]([NH:14][NH:15][C:16](=O)[C:17]2[CH:22]=[CH:21][C:20]([S:23]([CH3:26])(=[O:25])=[O:24])=[CH:19][CH:18]=2)=[O:13])[CH:5]=[CH:6][C:7]=1[C:8]#[N:9].S(Cl)(C1C=CC(C)=CC=1)(=O)=O.C(N=P1(N(CC)CC)N(C)CCCN1C)(C)(C)C, predict the reaction product. The product is: [Cl:1][C:2]1[C:3]([CH3:31])=[C:4]([NH:10][C@@H:11]([C:12]2[O:13][C:16]([C:17]3[CH:18]=[CH:19][C:20]([S:23]([CH3:26])(=[O:24])=[O:25])=[CH:21][CH:22]=3)=[N:15][N:14]=2)[C@H:28]([OH:30])[CH3:29])[CH:5]=[CH:6][C:7]=1[C:8]#[N:9]. (3) Given the reactants [F:1][C:2]1[CH:7]=[CH:6][C:5]([N:8]2[C:12]([C:13]3[CH:18]=[CH:17][CH:16]=[C:15]([CH2:19][O:20][C@H:21]([CH3:26])[C:22]([F:25])([F:24])[F:23])[CH:14]=3)=[CH:11][C:10]([NH2:27])=[N:9]2)=[CH:4][CH:3]=1.[O:28]=[C:29]1[NH:33][CH2:32][C@@H:31]([C:34](O)=[O:35])[CH2:30]1.CCN=C=NCCCN(C)C.Cl.O, predict the reaction product. The product is: [F:1][C:2]1[CH:7]=[CH:6][C:5]([N:8]2[C:12]([C:13]3[CH:18]=[CH:17][CH:16]=[C:15]([CH2:19][O:20][C@H:21]([CH3:26])[C:22]([F:24])([F:23])[F:25])[CH:14]=3)=[CH:11][C:10]([NH:27][C:34]([C@H:31]3[CH2:30][C:29](=[O:28])[NH:33][CH2:32]3)=[O:35])=[N:9]2)=[CH:4][CH:3]=1. (4) Given the reactants [CH2:1]([O:8][C:9]([NH:11][C:12]([CH2:23][CH2:24][CH:25]=[CH2:26])([C:18]([O:20]CC)=[O:19])[C:13]([O:15][CH2:16][CH3:17])=[O:14])=[O:10])[C:2]1[CH:7]=[CH:6][CH:5]=[CH:4][CH:3]=1.[OH-].[K+].CC(O)=O, predict the reaction product. The product is: [CH2:1]([O:8][C:9]([NH:11][C:12]([C:13]([O:15][CH2:16][CH3:17])=[O:14])([CH2:23][CH2:24][CH:25]=[CH2:26])[C:18]([OH:20])=[O:19])=[O:10])[C:2]1[CH:3]=[CH:4][CH:5]=[CH:6][CH:7]=1. (5) Given the reactants [CH:1]1([C:4]([N:6]2[CH2:11][CH2:10][C:9]([CH2:13][N:14]3[C:19](=[O:20])[C:18]4[S:21][N:22]=[C:23]([C:24]5[CH:29]=[CH:28][CH:27]=[C:26]([OH:30])[CH:25]=5)[C:17]=4[N:16]=[CH:15]3)([OH:12])[CH2:8][CH2:7]2)=[O:5])[CH2:3][CH2:2]1.O[CH2:32][CH2:33][N:34]1[CH2:38][CH2:37][NH:36][C:35]1=[O:39].C1(P(C2C=CC=CC=2)C2C=CC=CC=2)C=CC=CC=1.CCOC(/N=N/C(OCC)=O)=O, predict the reaction product. The product is: [CH:1]1([C:4]([N:6]2[CH2:7][CH2:8][C:9]([CH2:13][N:14]3[C:19](=[O:20])[C:18]4[S:21][N:22]=[C:23]([C:24]5[CH:29]=[CH:28][CH:27]=[C:26]([O:30][CH2:32][CH2:33][N:34]6[CH2:38][CH2:37][NH:36][C:35]6=[O:39])[CH:25]=5)[C:17]=4[N:16]=[CH:15]3)([OH:12])[CH2:10][CH2:11]2)=[O:5])[CH2:3][CH2:2]1. (6) Given the reactants CC(OC([N:8]1[CH2:13][CH2:12][CH:11]([N:14]2[CH2:19][CH2:18][N:17]([C:20]([O:22][CH2:23][C:24]3[CH:29]=[CH:28][CH:27]=[CH:26][CH:25]=3)=[O:21])[CH2:16][CH2:15]2)[CH2:10][CH2:9]1)=O)(C)C.[C:30]([OH:36])([C:32]([F:35])([F:34])[F:33])=[O:31], predict the reaction product. The product is: [C:30]([OH:36])([C:32]([F:35])([F:34])[F:33])=[O:31].[F:33][C:32]([F:35])([F:34])[C:30]([OH:36])=[O:31].[F:33][C:32]([F:35])([F:34])[C:30]([OH:36])=[O:31].[NH:8]1[CH2:13][CH2:12][CH:11]([N:14]2[CH2:15][CH2:16][N:17]([C:20]([O:22][CH2:23][C:24]3[CH:29]=[CH:28][CH:27]=[CH:26][CH:25]=3)=[O:21])[CH2:18][CH2:19]2)[CH2:10][CH2:9]1. (7) Given the reactants Cl[C:2]1([C:20]2[CH:25]=[CH:24][C:23]([Cl:26])=[CH:22][CH:21]=2)[C:10]2[C:5](=[CH:6][CH:7]=[CH:8][CH:9]=2)[C:4](=[O:11])[N:3]1[CH2:12][CH2:13][C:14]1[CH:19]=[CH:18][CH:17]=[CH:16][CH:15]=1.[CH:27]1([OH:33])[CH2:31][CH2:30][CH:29]([OH:32])[CH2:28]1, predict the reaction product. The product is: [Cl:26][C:23]1[CH:24]=[CH:25][C:20]([C:2]2([O:32][CH:29]3[CH2:30][CH2:31][CH:27]([OH:33])[CH2:28]3)[C:10]3[C:5](=[CH:6][CH:7]=[CH:8][CH:9]=3)[C:4](=[O:11])[N:3]2[CH2:12][CH2:13][C:14]2[CH:19]=[CH:18][CH:17]=[CH:16][CH:15]=2)=[CH:21][CH:22]=1.